Dataset: Reaction yield outcomes from USPTO patents with 853,638 reactions. Task: Predict the reaction yield, written as a fraction of the theoretical maximum amount of product (1.0 means a 100% yield; for example, 0.34 means a 34% yield). (1) The reactants are C([O:8][CH2:9][C:10]1([C:22]([OH:24])=[O:23])[CH2:14][CH2:13][CH2:12][N:11]1[C:15]([O:17][C:18]([CH3:21])([CH3:20])[CH3:19])=[O:16])C1C=CC=CC=1. The catalyst is CO.[Pd]. The product is [C:18]([O:17][C:15]([N:11]1[CH2:12][CH2:13][CH2:14][C:10]1([CH2:9][OH:8])[C:22]([OH:24])=[O:23])=[O:16])([CH3:21])([CH3:20])[CH3:19]. The yield is 0.828. (2) The catalyst is C1COCC1. The product is [CH:21]1([C:19]([C:13]2[CH:14]=[C:15]([CH3:18])[CH:16]=[CH:17][C:12]=2[NH:11][C:9]([NH:8][C:5]2[S:6][CH:7]=[C:3]([CH2:2][NH:1][C:31]([NH2:32])=[NH:26])[N:4]=2)=[O:10])=[O:20])[CH2:25][CH2:24][CH2:23][CH2:22]1. The yield is 0.880. The reactants are [NH2:1][CH2:2][C:3]1[N:4]=[C:5]([NH:8][C:9]([NH:11][C:12]2[CH:17]=[CH:16][C:15]([CH3:18])=[CH:14][C:13]=2[C:19]([CH:21]2[CH2:25][CH2:24][CH2:23][CH2:22]2)=[O:20])=[O:10])[S:6][CH:7]=1.[N:26]1([C:31](N)=[NH:32])C=CC=C1.CCN(C(C)C)C(C)C.